Dataset: Experimentally validated miRNA-target interactions with 360,000+ pairs, plus equal number of negative samples. Task: Binary Classification. Given a miRNA mature sequence and a target amino acid sequence, predict their likelihood of interaction. The miRNA is hsa-miR-122-5p with sequence UGGAGUGUGACAAUGGUGUUUG. The protein sequence of the target gene is MALSMPLNGLKEEDKEPLIELFVKAGSDGESIGNCPFSQRLFMILWLKGVVFSVTTVDLKRKPADLQNLAPGTHPPFITFNSEVKTDVNKIEEFLEEVLCPPKYLKLSPKHPESNTAGMDIFAKFSAYIKNSRPEANEALERGLLKTLQKLDEYLNSPLPDEIDENSMEDIKFSTRKFLDGNEMTLADCNLLPKLHIVKVVAKKYRNFDIPKEMTGIWRYLTNAYSRDEFTNTCPSDKEVEIAYSDVAKRLTK. Result: 1 (interaction).